Dataset: Full USPTO retrosynthesis dataset with 1.9M reactions from patents (1976-2016). Task: Predict the reactants needed to synthesize the given product. (1) The reactants are: CC(C)=O.[CH:5]([C:8]1[CH:13]=[CH:12][C:11]([OH:14])=[CH:10][CH:9]=1)([CH3:7])[CH3:6].[C:15]([O:19][C:20](O[C:20]([O:19][C:15]([CH3:18])([CH3:17])[CH3:16])=[O:21])=[O:21])([CH3:18])([CH3:17])[CH3:16].[OH-].[K+]. Given the product [C:15]([O:19][C:20]([O:14][C:11]1[CH:12]=[CH:13][C:8]([CH:5]([CH3:7])[CH3:6])=[CH:9][CH:10]=1)=[O:21])([CH3:18])([CH3:17])[CH3:16], predict the reactants needed to synthesize it. (2) The reactants are: [C:1]1([S:7]([C:10]2[CH:27]=[CH:26][C:13]3[N:14]([C:18](=O)[CH2:19][N:20]4[CH:24]=[CH:23][N:22]=[CH:21]4)[CH2:15][CH2:16][O:17][C:12]=3[CH:11]=2)(=[O:9])=[O:8])[CH:6]=[CH:5][CH:4]=[CH:3][CH:2]=1. Given the product [C:1]1([S:7]([C:10]2[CH:27]=[CH:26][C:13]3[N:14]([CH2:18][CH2:19][N:20]4[CH:24]=[CH:23][NH:22][CH2:21]4)[CH2:15][CH2:16][O:17][C:12]=3[CH:11]=2)(=[O:9])=[O:8])[CH:2]=[CH:3][CH:4]=[CH:5][CH:6]=1, predict the reactants needed to synthesize it.